From a dataset of Reaction yield outcomes from USPTO patents with 853,638 reactions. Predict the reaction yield, written as a fraction of the theoretical maximum amount of product (1.0 means a 100% yield; for example, 0.34 means a 34% yield). (1) The reactants are [OH:1][CH2:2][CH2:3][N:4]1[CH2:8][CH2:7][CH2:6][CH2:5]1.[H-].[Na+].[F:11][C:12]1[CH:13]=[C:14]([C:19]2[CH2:23][CH2:22][C@:21]([C:28]3[CH:33]=[CH:32][CH:31]=[C:30]([F:34])[C:29]=3[CH3:35])([C:24]([O:26][CH3:27])=[O:25])[CH:20]=2)[CH:15]=[N:16][C:17]=1F. The catalyst is CN(C=O)C. The product is [F:34][C:30]1[C:29]([CH3:35])=[C:28]([C@:21]2([C:24]([O:26][CH3:27])=[O:25])[CH2:22][CH2:23][C:19]([C:14]3[CH:15]=[N:16][C:17]([O:1][CH2:2][CH2:3][N:4]4[CH2:8][CH2:7][CH2:6][CH2:5]4)=[C:12]([F:11])[CH:13]=3)=[CH:20]2)[CH:33]=[CH:32][CH:31]=1. The yield is 0.550. (2) The reactants are [Br:1][C:2]1[CH:10]=[CH:9][C:5]([C:6]([OH:8])=[O:7])=[CH:4][CH:3]=1.[CH:11](O)([CH3:13])[CH3:12]. No catalyst specified. The product is [Br:1][C:2]1[CH:10]=[CH:9][C:5]([C:6]([O:8][CH:11]([CH3:13])[CH3:12])=[O:7])=[CH:4][CH:3]=1. The yield is 0.970. (3) The reactants are [CH3:1][O:2][C:3]1[CH:30]=[CH:29][CH:28]=[CH:27][C:4]=1[C:5]([C:7]1[CH:12]=[CH:11][C:10]([CH3:13])=[CH:9][C:8]=1[NH:14][C:15](=[O:26])[NH:16][C:17]1[S:18][CH:19]=[C:20]([CH2:22][C:23]([OH:25])=O)[N:21]=1)=[O:6].[CH3:31][S:32]([CH2:35][CH2:36][NH2:37])(=[O:34])=[O:33]. No catalyst specified. The product is [CH3:31][S:32]([CH2:35][CH2:36][NH:37][C:23](=[O:25])[CH2:22][C:20]1[N:21]=[C:17]([NH:16][C:15]([NH:14][C:8]2[CH:9]=[C:10]([CH3:13])[CH:11]=[CH:12][C:7]=2[C:5](=[O:6])[C:4]2[CH:27]=[CH:28][CH:29]=[CH:30][C:3]=2[O:2][CH3:1])=[O:26])[S:18][CH:19]=1)(=[O:34])=[O:33]. The yield is 0.680.